From a dataset of Forward reaction prediction with 1.9M reactions from USPTO patents (1976-2016). Predict the product of the given reaction. Given the reactants [N:1]1([C:7]2[CH:12]=[CH:11][C:10]([CH2:13][CH2:14][N:15]3C(=O)C4C(=CC=CC=4)C3=O)=[CH:9][CH:8]=2)[CH2:6][CH2:5][O:4][CH2:3][CH2:2]1.O.NN, predict the reaction product. The product is: [N:1]1([C:7]2[CH:8]=[CH:9][C:10]([CH2:13][CH2:14][NH2:15])=[CH:11][CH:12]=2)[CH2:6][CH2:5][O:4][CH2:3][CH2:2]1.